From a dataset of Peptide-MHC class II binding affinity with 134,281 pairs from IEDB. Regression. Given a peptide amino acid sequence and an MHC pseudo amino acid sequence, predict their binding affinity value. This is MHC class II binding data. (1) The peptide sequence is YGIIVPVLTSLFNKV. The MHC is DRB1_1501 with pseudo-sequence DRB1_1501. The binding affinity (normalized) is 0.500. (2) The peptide sequence is VTVDAAVLAAIDADA. The MHC is DRB1_1302 with pseudo-sequence DRB1_1302. The binding affinity (normalized) is 0.643.